From a dataset of Full USPTO retrosynthesis dataset with 1.9M reactions from patents (1976-2016). Predict the reactants needed to synthesize the given product. (1) Given the product [Cl:20][C:8]1[C:9]2[S:15](=[O:17])(=[O:16])[CH2:14][CH2:13][CH2:12][C:10]=2[N:11]=[C:6]([CH:1]2[CH2:5][CH2:4][CH2:3][CH2:2]2)[N:7]=1, predict the reactants needed to synthesize it. The reactants are: [CH:1]1([C:6]2[N:7]=[C:8](O)[C:9]3[S:15](=[O:17])(=[O:16])[CH2:14][CH2:13][CH2:12][C:10]=3[N:11]=2)[CH2:5][CH2:4][CH2:3][CH2:2]1.P(Cl)(Cl)[Cl:20]. (2) Given the product [CH:1]1([N:4]2[C:9](=[O:10])[C:8]3[CH:11]=[N:12][C:13]4[N:17]([CH2:18][O:19][CH2:20][CH2:21][Si:22]([CH3:25])([CH3:24])[CH3:23])[CH:16]=[CH:15][C:14]=4[C:7]=3[N:6]([C@H:26]3[CH2:27][CH2:28][C@H:29]([CH:32]=[O:33])[CH2:30][CH2:31]3)[CH2:5]2)[CH2:2][CH2:3]1, predict the reactants needed to synthesize it. The reactants are: [CH:1]1([N:4]2[C:9](=[O:10])[C:8]3[CH:11]=[N:12][C:13]4[N:17]([CH2:18][O:19][CH2:20][CH2:21][Si:22]([CH3:25])([CH3:24])[CH3:23])[CH:16]=[CH:15][C:14]=4[C:7]=3[N:6]([C@H:26]3[CH2:31][CH2:30][C@H:29]([CH:32](OC)[O:33]C)[CH2:28][CH2:27]3)[CH2:5]2)[CH2:3][CH2:2]1.CC(C)=O.O.C1(C)C=CC(S(O)(=O)=O)=CC=1.C(=O)([O-])O.[Na+]. (3) Given the product [C:12]1([C:10]2[N:9]=[CH:8][N:7]([CH2:6][CH2:5][C:4]([OH:18])=[O:3])[CH:11]=2)[CH:13]=[CH:14][CH:15]=[CH:16][CH:17]=1, predict the reactants needed to synthesize it. The reactants are: C([O:3][C:4](=[O:18])[CH2:5][CH2:6][N:7]1[CH:11]=[C:10]([C:12]2[CH:17]=[CH:16][CH:15]=[CH:14][CH:13]=2)[N:9]=[CH:8]1)C.[OH-].[Na+].CCOC(C)=O.